From a dataset of Catalyst prediction with 721,799 reactions and 888 catalyst types from USPTO. Predict which catalyst facilitates the given reaction. (1) Reactant: [CH3:1][C@H:2]1[C:6](=[O:7])[O:5][C:4](=[O:8])[NH:3]1.[C:9](Cl)(=[O:11])[CH3:10].CN1CCOCC1. Product: [C:9]([N:3]1[C@@H:2]([CH3:1])[C:6](=[O:7])[O:5][C:4]1=[O:8])(=[O:11])[CH3:10]. The catalyst class is: 13. (2) Reactant: [CH:1]1([CH2:4][CH:5]([C:7]2[CH:12]=[CH:11][C:10]([C:13]3[CH:18]=[CH:17][C:16]([C:19]([F:22])([F:21])[F:20])=[CH:15][CH:14]=3)=[CH:9][CH:8]=2)[NH2:6])[CH2:3][CH2:2]1.F[C:24]1[CH:33]=[CH:32][C:27]([C:28]([O:30][CH3:31])=[O:29])=[CH:26][N:25]=1.C(=O)([O-])[O-].[K+].[K+]. Product: [CH:1]1([CH2:4][CH:5]([NH:6][C:24]2[CH:33]=[CH:32][C:27]([C:28]([O:30][CH3:31])=[O:29])=[CH:26][N:25]=2)[C:7]2[CH:12]=[CH:11][C:10]([C:13]3[CH:14]=[CH:15][C:16]([C:19]([F:20])([F:21])[F:22])=[CH:17][CH:18]=3)=[CH:9][CH:8]=2)[CH2:3][CH2:2]1. The catalyst class is: 3. (3) Reactant: [Cl:1][C:2]1[CH:3]=[CH:4][C:5]2[S:9][CH:8]=[C:7]([CH2:10][NH2:11])[C:6]=2[CH:12]=1.[S:13](N)([NH2:16])(=[O:15])=[O:14]. Product: [Cl:1][C:2]1[CH:3]=[CH:4][C:5]2[S:9][CH:8]=[C:7]([CH2:10][NH:11][S:13]([NH2:16])(=[O:15])=[O:14])[C:6]=2[CH:12]=1. The catalyst class is: 38. (4) Reactant: FC(F)(F)S(O[C:7]1[C:8]2[CH2:29][N:28]([CH3:30])[CH2:27][CH2:26][C:9]=2[N:10]=[C:11]([NH:13][C:14]2[CH:19]=[CH:18][C:17]([N:20]3[CH:24]=[CH:23][N:22]=[C:21]3[CH3:25])=[CH:16][CH:15]=2)[N:12]=1)(=O)=O.[NH:33]1[C:41]2[C:36](=[CH:37][CH:38]=[CH:39][CH:40]=2)[CH2:35][C@@H:34]1[CH2:42][OH:43]. Product: [CH3:30][N:28]1[CH2:27][CH2:26][C:9]2[N:10]=[C:11]([NH:13][C:14]3[CH:19]=[CH:18][C:17]([N:20]4[CH:24]=[CH:23][N:22]=[C:21]4[CH3:25])=[CH:16][CH:15]=3)[N:12]=[C:7]([N:33]3[C:41]4[C:36](=[CH:37][CH:38]=[CH:39][CH:40]=4)[CH2:35][C@@H:34]3[CH2:42][OH:43])[C:8]=2[CH2:29]1. The catalyst class is: 16. (5) Product: [CH3:26][O:25][C:17]([C:18]1[N:16]=[C:15]([CH2:14][C:8]2[CH:9]=[CH:10][C:11]([F:13])=[CH:12][C:7]=2[Br:6])[NH:4][C:20](=[O:21])[C:19]=1[OH:1])=[O:24]. The catalyst class is: 5. Reactant: [OH-:1].[K+].Cl.[NH2:4]O.[Br:6][C:7]1[CH:12]=[C:11]([F:13])[CH:10]=[CH:9][C:8]=1[CH2:14][C:15]#[N:16].[C:17]([O:25][CH3:26])(=[O:24])[C:18]#[C:19][C:20](OC)=[O:21]. (6) Reactant: [CH3:1][C:2]1[CH:3]=[C:4]([NH:8][CH:9]=[CH:10][CH:11]=[C:12]([C:18]([O:20]CC)=[O:19])[C:13](OCC)=[O:14])[CH:5]=[CH:6][CH:7]=1. The catalyst class is: 74. Product: [CH3:1][C:2]1[CH:3]=[C:4]([N:8]2[CH:9]=[CH:10][CH:11]=[C:12]([C:18]([OH:20])=[O:19])[C:13]2=[O:14])[CH:5]=[CH:6][CH:7]=1. (7) Reactant: [NH2:1][C:2]1[CH:7]=[CH:6][C:5]([CH2:8][CH2:9][CH2:10][C:11]([OH:13])=[O:12])=[CH:4][CH:3]=1.CO.Cl[CH2:17]Cl.C[Si](C=[N+]=[N-])(C)C. Product: [NH2:1][C:2]1[CH:3]=[CH:4][C:5]([CH2:8][CH2:9][CH2:10][C:11]([O:13][CH3:17])=[O:12])=[CH:6][CH:7]=1. The catalyst class is: 1. (8) Reactant: [F:1][C:2]1[C:3]([NH:11]CC2C=CC(OC)=CC=2)=[CH:4][C:5]2[S:9][CH:8]=[N:7][C:6]=2[CH:10]=1. The catalyst class is: 67. Product: [F:1][C:2]1[C:3]([NH2:11])=[CH:4][C:5]2[S:9][CH:8]=[N:7][C:6]=2[CH:10]=1. (9) Reactant: [CH3:1][N:2]1[C:6]2=[N:7][CH:8]=[CH:9][CH:10]=[C:5]2[CH:4]=[C:3]1[C:11]1[CH:16]=[CH:15][CH:14]=[CH:13][CH:12]=1.Cl.[CH3:18][NH:19][CH3:20].[CH3:21]C1OC(C)OC(C)O1. Product: [CH3:18][N:19]([CH3:21])[CH2:20][C:4]1[C:5]2[C:6](=[N:7][CH:8]=[CH:9][CH:10]=2)[N:2]([CH3:1])[C:3]=1[C:11]1[CH:16]=[CH:15][CH:14]=[CH:13][CH:12]=1. The catalyst class is: 51.